From a dataset of Reaction yield outcomes from USPTO patents with 853,638 reactions. Predict the reaction yield, written as a fraction of the theoretical maximum amount of product (1.0 means a 100% yield; for example, 0.34 means a 34% yield). (1) The reactants are [NH2:1][C@H:2]1[CH2:6][CH2:5][N:4]([C:7]2[C:12]([C:13]([O:15][CH:16]([CH3:18])[CH3:17])=[O:14])=[CH:11][CH:10]=[CH:9][N:8]=2)[CH2:3]1.Br[CH2:20][C:21]1[CH:26]=[CH:25][C:24]([CH2:27][CH3:28])=[CH:23][CH:22]=1.C([O-])([O-])=O.[K+].[K+]. The catalyst is CC(C)=O. The product is [CH2:27]([C:24]1[CH:25]=[CH:26][C:21]([CH2:20][NH:1][C@H:2]2[CH2:6][CH2:5][N:4]([C:7]3[C:12]([C:13]([O:15][CH:16]([CH3:18])[CH3:17])=[O:14])=[CH:11][CH:10]=[CH:9][N:8]=3)[CH2:3]2)=[CH:22][CH:23]=1)[CH3:28]. The yield is 0.250. (2) The reactants are [CH3:1][O:2][C:3]1[CH:8]=[CH:7][C:6]([S:9]([N:12]2[C:16]([C:17]3[CH:22]=[CH:21][CH:20]=[CH:19][CH:18]=3)=[CH:15][C:14]([C:23](OCC)=[O:24])=[CH:13]2)(=[O:11])=[O:10])=[CH:5][CH:4]=1.[H-].C([Al+]CC(C)C)C(C)C.Cl. The catalyst is O1CCCC1.C1(C)C=CC=CC=1. The product is [CH3:1][O:2][C:3]1[CH:4]=[CH:5][C:6]([S:9]([N:12]2[C:16]([C:17]3[CH:22]=[CH:21][CH:20]=[CH:19][CH:18]=3)=[CH:15][C:14]([CH:23]=[O:24])=[CH:13]2)(=[O:10])=[O:11])=[CH:7][CH:8]=1. The yield is 0.650. (3) No catalyst specified. The yield is 0.660. The product is [C:1]([O:9][CH:10]1[CH2:13][CH2:12][NH:11][CH2:15]1)(=[O:8])[C:2]1[CH:7]=[CH:6][CH:5]=[CH:4][CH:3]=1. The reactants are [C:1]([O:9][CH3:10])(=[O:8])[C:2]1[CH:7]=[CH:6][CH:5]=[CH:4][CH:3]=1.[NH:11]1[CH2:15]C[CH:13](O)[CH2:12]1.C(OC(C)C)(C)C.O1CCOCC1. (4) The reactants are [NH2:1][C:2]1[CH:22]=[CH:21][C:5]([O:6][C:7]2[CH:20]=[CH:19][C:10]([CH2:11][CH:12]3[CH2:16][O:15][C:14](=[O:17])[N:13]3[CH3:18])=[CH:9][CH:8]=2)=[CH:4][CH:3]=1.Cl[C:24]1[CH:29]=[CH:28][CH:27]=[CH:26][N:25]=1. No catalyst specified. The product is [CH3:18][N:13]1[CH:12]([CH2:11][C:10]2[CH:19]=[CH:20][C:7]([O:6][C:5]3[CH:21]=[CH:22][C:2]([NH:1][C:24]4[CH:29]=[CH:28][CH:27]=[CH:26][N:25]=4)=[CH:3][CH:4]=3)=[CH:8][CH:9]=2)[CH2:16][O:15][C:14]1=[O:17]. The yield is 0.400.